This data is from Full USPTO retrosynthesis dataset with 1.9M reactions from patents (1976-2016). The task is: Predict the reactants needed to synthesize the given product. Given the product [F:10][C:7]1[CH:8]=[CH:9][C:4]([N:1]2[CH:12]=[C:11]([C:13]3[CH:14]=[CH:15][C:16]([C@@H:19]4[O:24][CH2:23][CH2:22][N:21]([C:25]([O:27][C:28]([CH3:31])([CH3:30])[CH3:29])=[O:26])[CH2:20]4)=[CH:17][CH:18]=3)[N:3]=[N:2]2)=[CH:5][CH:6]=1, predict the reactants needed to synthesize it. The reactants are: [N:1]([C:4]1[CH:9]=[CH:8][C:7]([F:10])=[CH:6][CH:5]=1)=[N+:2]=[N-:3].[C:11]([C:13]1[CH:18]=[CH:17][C:16]([C@@H:19]2[O:24][CH2:23][CH2:22][N:21]([C:25]([O:27][C:28]([CH3:31])([CH3:30])[CH3:29])=[O:26])[CH2:20]2)=[CH:15][CH:14]=1)#[CH:12].